Dataset: Full USPTO retrosynthesis dataset with 1.9M reactions from patents (1976-2016). Task: Predict the reactants needed to synthesize the given product. (1) Given the product [CH2:30]([N:13]1[C:14]([CH3:18])=[C:15]([C:16]#[N:17])[CH:10]([C:5]2[CH:6]=[CH:7][C:8]([F:9])=[C:3]([C:1]#[N:2])[CH:4]=2)[C:11]([C:20]#[N:21])=[C:12]1[CH3:19])[CH3:31], predict the reactants needed to synthesize it. The reactants are: [C:1]([C:3]1[CH:4]=[C:5]([CH:10]2[C:15]([C:16]#[N:17])=[C:14]([CH3:18])[NH:13][C:12]([CH3:19])=[C:11]2[C:20]#[N:21])[CH:6]=[CH:7][C:8]=1[F:9])#[N:2].[H-].[Na+].C([O-])([O-])=O.[Cs+].[Cs+].[CH2:30](Cl)[CH3:31]. (2) Given the product [CH3:1][O:2][C:3]1[CH:4]=[CH:5][C:6]2[CH2:7][CH2:8][C:9]3[C:10](=[C:13]([OH:15])[N:19]([C:21]4[CH:26]=[CH:25][CH:24]=[CH:23][N:22]=4)[N:20]=3)[C:11]=2[CH:12]=1, predict the reactants needed to synthesize it. The reactants are: [CH3:1][O:2][C:3]1[CH:12]=[C:11]2[C:6]([CH2:7][CH2:8][C:9](=O)[CH:10]2[C:13]([O:15]CC)=O)=[CH:5][CH:4]=1.[NH:19]([C:21]1[CH:26]=[CH:25][CH:24]=[CH:23][N:22]=1)[NH2:20]. (3) Given the product [F:1][C:2]1[CH:3]=[C:4]([C:26]2([NH:29][C:30](=[O:31])[O:32][C:33]([CH3:36])([CH3:35])[CH3:34])[CH2:28][CH2:27]2)[CH:5]=[CH:6][C:7]=1[C:8]1[S:9][C:10]2[C:15]([N:16]=1)=[CH:14][CH:13]=[C:12]([C:17]1([C:20]3[CH:25]=[CH:24][CH:23]=[CH:22][CH:21]=3)[CH2:18][CH2:19]1)[N:11]=2, predict the reactants needed to synthesize it. The reactants are: [F:1][C:2]1[CH:3]=[C:4]([C:26]2([NH2:29])[CH2:28][CH2:27]2)[CH:5]=[CH:6][C:7]=1[C:8]1[S:9][C:10]2[C:15]([N:16]=1)=[CH:14][CH:13]=[C:12]([C:17]1([C:20]3[CH:25]=[CH:24][CH:23]=[CH:22][CH:21]=3)[CH2:19][CH2:18]1)[N:11]=2.[C:30](O[C:30]([O:32][C:33]([CH3:36])([CH3:35])[CH3:34])=[O:31])([O:32][C:33]([CH3:36])([CH3:35])[CH3:34])=[O:31].C(N(CC)CC)C. (4) Given the product [C:1]([O:5][C:6]([NH:8][C@@H:9]([C:13]([CH3:16])([CH3:15])[CH3:14])[C:10]([N:44]1[C@H:43]([C:41]([N:40]([CH2:53][C:54]2[CH:55]=[CH:56][C:57]([C:58]([O:60][CH3:61])=[O:59])=[CH:62][CH:63]=2)[C@@H:38]([C:33]2[CH:34]=[CH:35][CH:36]=[CH:37][C:32]=2[Cl:31])[CH3:39])=[O:42])[CH2:52][C:51]2[C:46](=[CH:47][CH:48]=[CH:49][CH:50]=2)[CH2:45]1)=[O:12])=[O:7])([CH3:2])([CH3:3])[CH3:4], predict the reactants needed to synthesize it. The reactants are: [C:1]([O:5][C:6]([NH:8][C@@H:9]([C:13]([CH3:16])([CH3:15])[CH3:14])[C:10]([OH:12])=O)=[O:7])([CH3:4])([CH3:3])[CH3:2].C(Cl)CCl.N1C2C(=NC=CC=2)N(O)N=1.[Cl:31][C:32]1[CH:37]=[CH:36][CH:35]=[CH:34][C:33]=1[C@H:38]([N:40]([CH2:53][C:54]1[CH:63]=[CH:62][C:57]([C:58]([O:60][CH3:61])=[O:59])=[CH:56][CH:55]=1)[C:41]([C@@H:43]1[CH2:52][C:51]2[C:46](=[CH:47][CH:48]=[CH:49][CH:50]=2)[CH2:45][NH:44]1)=[O:42])[CH3:39].C(O)(C(F)(F)F)=O.CN1CCOCC1. (5) Given the product [Br:18][C@@H:4]1[C@H:5]2[CH2:6][C@H:1]([C:7](=[O:9])[O:8]2)[CH2:2][CH2:3]1, predict the reactants needed to synthesize it. The reactants are: [C@@H:1]1([C:7]([OH:9])=[O:8])[CH2:6][CH2:5][CH:4]=[CH:3][CH2:2]1.C(Cl)(Cl)Cl.C[Si]([Br:18])(C)C.C1C=C(NS(C2C=CC(N/N=C3/C=CC(C(C(O)=O)=C/3)=O)=CC=2)(=O)=O)N=CC=1. (6) Given the product [CH3:1][NH:2][C:3]([C:5]1[C:13]2[C:8](=[N:9][C:10]([N:15]([CH2:50][CH2:49][N:36]([CH2:33][CH:34]=[CH2:35])[S:37]([C:40]3[CH:45]=[CH:44][CH:43]=[CH:42][C:41]=3[N+:46]([O-:48])=[O:47])(=[O:38])=[O:39])[S:16]([CH3:19])(=[O:18])=[O:17])=[C:11]([I:14])[CH:12]=2)[O:7][C:6]=1[C:20]1[CH:25]=[CH:24][C:23]([F:26])=[CH:22][CH:21]=1)=[O:4], predict the reactants needed to synthesize it. The reactants are: [CH3:1][NH:2][C:3]([C:5]1[C:13]2[C:8](=[N:9][C:10]([NH:15][S:16]([CH3:19])(=[O:18])=[O:17])=[C:11]([I:14])[CH:12]=2)[O:7][C:6]=1[C:20]1[CH:25]=[CH:24][C:23]([F:26])=[CH:22][CH:21]=1)=[O:4].C([O-])([O-])=O.[Cs+].[Cs+].[CH2:33]([N:36]([CH2:49][CH2:50]Br)[S:37]([C:40]1[CH:45]=[CH:44][CH:43]=[CH:42][C:41]=1[N+:46]([O-:48])=[O:47])(=[O:39])=[O:38])[CH:34]=[CH2:35].